Dataset: Full USPTO retrosynthesis dataset with 1.9M reactions from patents (1976-2016). Task: Predict the reactants needed to synthesize the given product. (1) Given the product [CH3:1][C:2]1([C:8]([OH:10])=[O:9])[CH2:7][CH2:6][CH2:5][O:4][CH2:3]1, predict the reactants needed to synthesize it. The reactants are: [CH3:1][C:2]1([C:8]([O:10]CC2C=CC=CC=2)=[O:9])[CH:7]=[CH:6][CH2:5][O:4][CH2:3]1. (2) Given the product [OH:8][C:9]1[CH:17]=[CH:16][C:15]2[N:14]3[CH2:18][CH2:19][C@H:20]([CH2:21][C:22]([O:24][CH2:25][CH3:26])=[O:23])[C:13]3=[CH:12][C:11]=2[CH:10]=1, predict the reactants needed to synthesize it. The reactants are: C([O:8][C:9]1[CH:17]=[CH:16][C:15]2[N:14]3[CH2:18][CH2:19][C@H:20]([CH2:21][C:22]([O:24][CH2:25][CH3:26])=[O:23])[C:13]3=[CH:12][C:11]=2[CH:10]=1)C1C=CC=CC=1. (3) Given the product [CH3:7][O:6][C:4](=[O:5])[C@H:3]([NH:2][CH2:18][CH:17]=[CH2:16])[C:8]1[CH:9]=[CH:10][C:11]([Cl:14])=[CH:12][CH:13]=1, predict the reactants needed to synthesize it. The reactants are: Cl.[NH2:2][C@H:3]([C:8]1[CH:13]=[CH:12][C:11]([Cl:14])=[CH:10][CH:9]=1)[C:4]([O:6][CH3:7])=[O:5].Br[CH2:16][CH:17]=[CH2:18]. (4) Given the product [C:25]([C:22]1[CH:23]=[C:24]2[C:19](=[CH:20][CH:21]=1)[NH:18][CH:17]=[C:16]2[CH2:15][CH2:14][CH2:13][CH2:12][N:30]1[CH2:31][CH2:32][N:27]([C:33]2[N:38]=[C:37]([C:39]([NH2:41])=[O:40])[CH:36]=[CH:35][N:34]=2)[CH2:28][CH2:29]1)#[N:26], predict the reactants needed to synthesize it. The reactants are: CC1C=CC(S(O[CH2:12][CH2:13][CH2:14][CH2:15][C:16]2[C:24]3[C:19](=[CH:20][CH:21]=[C:22]([C:25]#[N:26])[CH:23]=3)[NH:18][CH:17]=2)(=O)=O)=CC=1.[N:27]1([C:33]2[N:38]=[C:37]([C:39]([NH2:41])=[O:40])[CH:36]=[CH:35][N:34]=2)[CH2:32][CH2:31][NH:30][CH2:29][CH2:28]1.C(=O)([O-])[O-].[K+].[K+].[I-].[K+]. (5) Given the product [Br:1][C:2]1[CH:7]=[CH:6][C:5]([CH:8]=[O:9])=[CH:4][C:3]=1[F:10], predict the reactants needed to synthesize it. The reactants are: [Br:1][C:2]1[CH:7]=[CH:6][C:5]([CH2:8][OH:9])=[CH:4][C:3]=1[F:10]. (6) Given the product [ClH:42].[CH2:40]([N:3]([CH2:1][CH3:2])[C:4]1[CH:5]=[CH:6][C:7]([C:8]([NH:10][C:11]2([C:17]([NH:19][CH:20]3[CH2:25][CH2:24][N:23]([C:26]4[CH:31]=[CH:30][C:29]([F:32])=[CH:28][C:27]=4[S:33]([CH3:36])(=[O:34])=[O:35])[CH2:22][C:21]3=[O:37])=[O:18])[CH2:16][CH2:15][CH2:14][CH2:13][CH2:12]2)=[O:9])=[CH:38][CH:39]=1)[CH3:41], predict the reactants needed to synthesize it. The reactants are: [CH2:1]([N:3]([CH2:40][CH3:41])[C:4]1[CH:39]=[CH:38][C:7]([C:8]([NH:10][C:11]2([C:17]([NH:19][CH:20]3[CH2:25][CH2:24][N:23]([C:26]4[CH:31]=[CH:30][C:29]([F:32])=[CH:28][C:27]=4[S:33]([CH3:36])(=[O:35])=[O:34])[CH2:22][C:21]3=[O:37])=[O:18])[CH2:16][CH2:15][CH2:14][CH2:13][CH2:12]2)=[O:9])=[CH:6][CH:5]=1)[CH3:2].[ClH:42].C(OCC)(=O)C. (7) Given the product [NH2:20][C:8]1[CH:7]=[CH:6][C:5]([O:4][C:3]2[CH:23]=[C:24]([O:27][CH3:28])[CH:25]=[CH:26][C:2]=2[F:1])=[CH:10][C:9]=1[CH2:11][NH:12][C:13](=[O:19])[O:14][C:15]([CH3:17])([CH3:16])[CH3:18], predict the reactants needed to synthesize it. The reactants are: [F:1][C:2]1[CH:26]=[CH:25][C:24]([O:27][CH3:28])=[CH:23][C:3]=1[O:4][C:5]1[CH:6]=[CH:7][C:8]([N+:20]([O-])=O)=[C:9]([CH2:11][NH:12][C:13](=[O:19])[O:14][C:15]([CH3:18])([CH3:17])[CH3:16])[CH:10]=1.[Cl-].[NH4+].C(O)C. (8) Given the product [Br:4][C:5]1[CH:6]=[C:7]([CH3:12])[C:8]([NH:2][NH2:3])=[N:9][CH:10]=1, predict the reactants needed to synthesize it. The reactants are: O.[NH2:2][NH2:3].[Br:4][C:5]1[CH:6]=[C:7]([CH3:12])[C:8](Cl)=[N:9][CH:10]=1.